Dataset: Full USPTO retrosynthesis dataset with 1.9M reactions from patents (1976-2016). Task: Predict the reactants needed to synthesize the given product. (1) The reactants are: Cl[C:2]1[N:7]=[CH:6][N:5]=[C:4]([CH2:8][N:9]2[C:17](=[O:18])[C:16]3[C:11](=[CH:12][CH:13]=[CH:14][CH:15]=3)[C:10]2=[O:19])[CH:3]=1.O1CCOCC1.C(=O)([O-])[O-].[K+].[K+].[F:32][C:33]([F:44])([F:43])[C:34]1[N:39]=[CH:38][C:37](B(O)O)=[CH:36][N:35]=1. Given the product [F:32][C:33]([F:44])([F:43])[C:34]1[N:39]=[CH:38][C:37]([C:2]2[N:7]=[CH:6][N:5]=[C:4]([CH2:8][N:9]3[C:17](=[O:18])[C:16]4[C:11](=[CH:12][CH:13]=[CH:14][CH:15]=4)[C:10]3=[O:19])[CH:3]=2)=[CH:36][N:35]=1, predict the reactants needed to synthesize it. (2) Given the product [F:1][C:2]1[CH:3]=[CH:4][C:5]([O:27][CH3:28])=[C:6]([C:8]2[C:9]3[CH:16]=[C:15]([C:37]4[CH2:42][CH2:41][N:40]([C:43]([O:45][C:46]([CH3:49])([CH3:48])[CH3:47])=[O:44])[CH2:39][CH:38]=4)[N:14]([S:18]([C:21]4[CH:26]=[CH:25][CH:24]=[CH:23][CH:22]=4)(=[O:20])=[O:19])[C:10]=3[N:11]=[CH:12][N:13]=2)[CH:7]=1, predict the reactants needed to synthesize it. The reactants are: [F:1][C:2]1[CH:3]=[CH:4][C:5]([O:27][CH3:28])=[C:6]([C:8]2[C:9]3[CH:16]=[C:15](I)[N:14]([S:18]([C:21]4[CH:26]=[CH:25][CH:24]=[CH:23][CH:22]=4)(=[O:20])=[O:19])[C:10]=3[N:11]=[CH:12][N:13]=2)[CH:7]=1.CC1(C)C(C)(C)OB([C:37]2[CH2:42][CH2:41][N:40]([C:43]([O:45][C:46]([CH3:49])([CH3:48])[CH3:47])=[O:44])[CH2:39][CH:38]=2)O1.C(=O)([O-])[O-].[Na+].[Na+].